This data is from Forward reaction prediction with 1.9M reactions from USPTO patents (1976-2016). The task is: Predict the product of the given reaction. (1) The product is: [CH3:15][C@@H:16]1[CH2:20][CH2:21][CH2:22][N:17]1[CH2:18][CH2:24][C:28]1[CH:2]=[C:1]2[C:7](=[CH:26][CH:27]=1)[N:29]=[C:12]([C:10]1[O:9][N:8]=[C:7]([C:1]3[CH:6]=[CH:5][CH:4]=[CH:3][CH:2]=3)[CH:11]=1)[CH:13]=[CH:6]2. Given the reactants [C:1]1([C:7]2[CH:11]=[C:10]([C:12](=O)[CH3:13])[O:9][N:8]=2)[CH:6]=[CH:5][CH:4]=[CH:3][CH:2]=1.[CH3:15][C:16]1[N:17]=[C:18]([C:24]2S[CH:26]=[CH:27][CH:28]=2)S[C:20]=1[C:21](=O)[CH3:22].[NH3:29], predict the reaction product. (2) Given the reactants [Si]([O:8][CH2:9][CH2:10][N:11]([CH:46]([CH3:48])[CH3:47])[C:12]([C:14]1[C:19]([O:20][CH2:21][C:22]2[CH:27]=[CH:26][CH:25]=[CH:24][CH:23]=2)=[C:18]([OH:28])[N:17]=[C:16]([CH2:29][C:30]2([C:40]3[CH:45]=[CH:44][CH:43]=[CH:42][CH:41]=3)[CH2:39][CH2:38][C:33]3(OCC[O:34]3)[CH2:32][CH2:31]2)[N:15]=1)=[O:13])(C(C)(C)C)(C)C.Cl.C(OCC)(=O)C, predict the reaction product. The product is: [OH:8][CH2:9][CH2:10][N:11]([CH:46]([CH3:48])[CH3:47])[C:12]([C:14]1[C:19]([O:20][CH2:21][C:22]2[CH:27]=[CH:26][CH:25]=[CH:24][CH:23]=2)=[C:18]([OH:28])[N:17]=[C:16]([CH2:29][C:30]2([C:40]3[CH:41]=[CH:42][CH:43]=[CH:44][CH:45]=3)[CH2:31][CH2:32][C:33](=[O:34])[CH2:38][CH2:39]2)[N:15]=1)=[O:13].